Dataset: Forward reaction prediction with 1.9M reactions from USPTO patents (1976-2016). Task: Predict the product of the given reaction. (1) Given the reactants [F:1][C:2]([F:20])([F:19])[C:3]1[CH:8]=[CH:7][C:6]([C:9]2[CH:13]=[C:12]([CH2:14][CH2:15][CH2:16][CH2:17][OH:18])[O:11][N:10]=2)=[CH:5][CH:4]=1.C(N(CC)CC)C.[CH3:28][S:29](Cl)(=[O:31])=[O:30].Cl, predict the reaction product. The product is: [CH3:28][S:29]([O:18][CH2:17][CH2:16][CH2:15][CH2:14][C:12]1[O:11][N:10]=[C:9]([C:6]2[CH:5]=[CH:4][C:3]([C:2]([F:1])([F:19])[F:20])=[CH:8][CH:7]=2)[CH:13]=1)(=[O:31])=[O:30]. (2) The product is: [I:21][C:3]1[CH:4]=[C:5]([C:17]([O:19][CH3:20])=[O:18])[C:6]2[NH:7][C:8]3[C:13](=[CH:12][CH:11]=[CH:10][CH:9]=3)[C:14](=[O:16])[C:15]=2[CH:2]=1. Given the reactants I[C:2]1[C:15]2[C:14](=[O:16])[C:13]3[C:8](=[CH:9][CH:10]=[CH:11][CH:12]=3)[NH:7][C:6]=2[C:5]([C:17]([O:19][CH3:20])=[O:18])=[CH:4][CH:3]=1.[I:21]C1C=CC(C(OC)=O)=C(NC2C=CC=CC=2C(O)=O)C=1, predict the reaction product. (3) Given the reactants [NH:1]1[C:5]2[CH:6]=[CH:7][C:8]([NH2:10])=[CH:9][C:4]=2[N:3]=[CH:2]1.[F:11][C:12]1[C:19]([F:20])=[CH:18][CH:17]=[CH:16][C:13]=1[CH:14]=O.C([O:23][C:24](=O)[C:25](=[O:30])[CH2:26][C:27](=[O:29])[CH3:28])C, predict the reaction product. The product is: [C:27]([C:26]1[CH:14]([C:13]2[CH:16]=[CH:17][CH:18]=[C:19]([F:20])[C:12]=2[F:11])[N:10]([C:8]2[CH:7]=[CH:6][C:5]3[NH:1][CH:2]=[N:3][C:4]=3[CH:9]=2)[C:24](=[O:23])[C:25]=1[OH:30])(=[O:29])[CH3:28]. (4) Given the reactants [C:1]([C:5]1[CH:10]=[CH:9][C:8]([C:11]2[N:16]=[C:15](S(C)(=O)=O)[N:14]=[C:13]([NH:21][C:22]3[CH:31]=[CH:30][C:25]4[O:26][CH2:27][CH2:28][O:29][C:24]=4[CH:23]=3)[CH:12]=2)=[CH:7][CH:6]=1)([CH3:4])([CH3:3])[CH3:2].[CH3:32][O-:33].[Na+], predict the reaction product. The product is: [C:1]([C:5]1[CH:10]=[CH:9][C:8]([C:11]2[N:16]=[C:15]([O:33][CH3:32])[N:14]=[C:13]([NH:21][C:22]3[CH:31]=[CH:30][C:25]4[O:26][CH2:27][CH2:28][O:29][C:24]=4[CH:23]=3)[CH:12]=2)=[CH:7][CH:6]=1)([CH3:4])([CH3:3])[CH3:2]. (5) Given the reactants [NH2:1][C:2]1[CH:10]=[CH:9][CH:8]=[C:7]2[C:3]=1[CH:4]=[CH:5][N:6]2[CH2:11][C:12]1[CH:17]=[CH:16][N:15]=[C:14]2[N:18](C(OC(C)(C)C)=O)[CH:19]=[CH:20][C:13]=12.[Cl:28][C:29]1[CH:30]=[CH:31][C:32]([O:38][CH3:39])=[C:33]([N:35]=[C:36]=[O:37])[CH:34]=1, predict the reaction product. The product is: [ClH:28].[O:38]([C:32]1[CH:31]=[CH:30][C:29]([Cl:28])=[CH:34][C:33]=1[NH:35][C:36]([NH:1][C:2]1[CH:10]=[CH:9][CH:8]=[C:7]2[C:3]=1[CH:4]=[CH:5][N:6]2[CH2:11][C:12]1[CH:17]=[CH:16][N:15]=[C:14]2[NH:18][CH:19]=[CH:20][C:13]=12)=[O:37])[CH3:39]. (6) Given the reactants [OH-].[K+].[F:3][C:4]([F:27])([F:26])[C:5]1[CH:10]=[CH:9][C:8]([CH:11]2[N:20](C(OCC)=O)[CH2:19][CH2:18][C:17]3[N:16]=[CH:15][CH:14]=[CH:13][C:12]2=3)=[CH:7][CH:6]=1, predict the reaction product. The product is: [F:27][C:4]([F:3])([F:26])[C:5]1[CH:6]=[CH:7][C:8]([CH:11]2[NH:20][CH2:19][CH2:18][C:17]3[N:16]=[CH:15][CH:14]=[CH:13][C:12]2=3)=[CH:9][CH:10]=1. (7) The product is: [CH:12]1([C:4]2([CH2:3][CH2:2][NH:1][C:24](=[O:25])[CH2:23][CH2:22][C:18]3[O:17][CH:21]=[CH:20][CH:19]=3)[CH2:5][C:6](=[O:11])[CH2:7][C:8](=[O:10])[O:9]2)[CH2:16][CH2:15][CH2:14][CH2:13]1. Given the reactants [NH2:1][CH2:2][CH2:3][C:4]1([CH:12]2[CH2:16][CH2:15][CH2:14][CH2:13]2)[O:9][C:8](=[O:10])[CH2:7][C:6](=[O:11])[CH2:5]1.[O:17]1[CH:21]=[CH:20][CH:19]=[C:18]1[CH2:22][CH2:23][C:24](O)=[O:25].CN(C(ON1N=NC2C=CC=NC1=2)=[N+](C)C)C.F[P-](F)(F)(F)(F)F, predict the reaction product. (8) Given the reactants Cl[C:2]1[N:7]=[C:6]([C:8]2[S:12][C:11]([CH:13]([CH3:15])[CH3:14])=[N:10][C:9]=2[C:16]2[CH:17]=[C:18]([NH:22][S:23]([C:26]3[C:31]([F:32])=[CH:30][CH:29]=[CH:28][C:27]=3[F:33])(=[O:25])=[O:24])[CH:19]=[CH:20][CH:21]=2)[CH:5]=[CH:4][N:3]=1.[NH3:34], predict the reaction product. The product is: [NH2:34][C:2]1[N:7]=[C:6]([C:8]2[S:12][C:11]([CH:13]([CH3:15])[CH3:14])=[N:10][C:9]=2[C:16]2[CH:17]=[C:18]([NH:22][S:23]([C:26]3[C:31]([F:32])=[CH:30][CH:29]=[CH:28][C:27]=3[F:33])(=[O:25])=[O:24])[CH:19]=[CH:20][CH:21]=2)[CH:5]=[CH:4][N:3]=1. (9) Given the reactants [Cl:1][C:2]1[CH:3]=[CH:4][C:5]([N+:16]([O-])=O)=[C:6]([CH:15]=1)[C:7]([NH:9][CH:10]([CH:12]1[CH2:14][CH2:13]1)[CH3:11])=[O:8].Cl.O, predict the reaction product. The product is: [NH2:16][C:5]1[CH:4]=[CH:3][C:2]([Cl:1])=[CH:15][C:6]=1[C:7]([NH:9][CH:10]([CH:12]1[CH2:14][CH2:13]1)[CH3:11])=[O:8]. (10) Given the reactants Br[C:2]1[CH:7]=[CH:6][C:5]([Br:8])=[CH:4][N:3]=1.[CH3:9][O:10][C:11]1[CH:12]=[CH:13][C:14]([CH2:17][OH:18])=[CH:15][CH:16]=1, predict the reaction product. The product is: [Br:8][C:5]1[CH:6]=[CH:7][C:2]([O:18][CH2:17][C:14]2[CH:13]=[CH:12][C:11]([O:10][CH3:9])=[CH:16][CH:15]=2)=[N:3][CH:4]=1.